From a dataset of Forward reaction prediction with 1.9M reactions from USPTO patents (1976-2016). Predict the product of the given reaction. (1) Given the reactants [C:1]([O:5][C:6]([NH:8][C:9]1[CH:14]=[CH:13][C:12]([CH2:15][CH:16](OC(=O)C(F)(F)F)[C:17]2[C:18]([O:24][CH3:25])=[N:19][CH:20]=[CH:21][C:22]=2[Cl:23])=[C:11]([N+:33]([O-:35])=[O:34])[CH:10]=1)=[O:7])([CH3:4])([CH3:3])[CH3:2].O, predict the reaction product. The product is: [C:1]([O:5][C:6](=[O:7])[NH:8][C:9]1[CH:14]=[CH:13][C:12](/[CH:15]=[CH:16]/[C:17]2[C:18]([O:24][CH3:25])=[N:19][CH:20]=[CH:21][C:22]=2[Cl:23])=[C:11]([N+:33]([O-:35])=[O:34])[CH:10]=1)([CH3:4])([CH3:2])[CH3:3]. (2) The product is: [F:27][CH2:11][C@@:10]1([OH:12])[C@@H:13]([CH3:26])[CH2:14][C:15]([C:17]2[CH:22]=[CH:21][N:20]=[CH:19][C:18]=2[N+:23]([O-:25])=[O:24])=[CH:16][C@H:9]1[OH:8]. Given the reactants [Si]([O:8][C@@H:9]1[CH:16]=[C:15]([C:17]2[CH:22]=[CH:21][N:20]=[CH:19][C:18]=2[N+:23]([O-:25])=[O:24])[CH2:14][C@H:13]([CH3:26])[C@:10]21[O:12][CH2:11]2)(C(C)(C)C)(C)C.[FH:27].F.F.C(N(CC)CC)C, predict the reaction product. (3) Given the reactants BrCCCCOC1C=C2C(C=CC(=O)N2)=CC=1.[Na+].[I-].[Cl:20][C:21]1[C:26]([Cl:27])=[CH:25][CH:24]=[CH:23][C:22]=1[N:28]1[CH2:34][CH2:33][CH2:32][N:31]([CH2:35][CH2:36][CH2:37][CH2:38][O:39][C:40]2[CH:49]=[C:48]3[C:43]([CH2:44][CH2:45][C:46](=[O:50])[NH:47]3)=[CH:42][CH:41]=2)[CH2:30][CH2:29]1.C([O-])([O-])=O.[K+].[K+], predict the reaction product. The product is: [Cl:20][C:21]1[C:26]([Cl:27])=[CH:25][CH:24]=[CH:23][C:22]=1[N:28]1[CH2:34][CH2:33][CH2:32][N:31]([CH2:35][CH2:36][CH2:37][CH2:38][O:39][C:40]2[CH:49]=[C:48]3[C:43]([CH:44]=[CH:45][C:46](=[O:50])[NH:47]3)=[CH:42][CH:41]=2)[CH2:30][CH2:29]1.